The task is: Predict the reactants needed to synthesize the given product.. This data is from Full USPTO retrosynthesis dataset with 1.9M reactions from patents (1976-2016). (1) The reactants are: [CH2:1]([O:5][C:6]1[CH:7]=[C:8]([CH:12]=[CH:13][CH:14]=1)[C:9]([OH:11])=O)[CH:2]([CH3:4])[CH3:3].[NH2:15][C@@H:16]1[C@H:20]2[O:21][CH2:22][C@H:23]([NH:24][C:25]([CH:27]3[CH2:29][CH2:28]3)=[O:26])[C@H:19]2[O:18][CH2:17]1. Given the product [CH:27]1([C:25]([NH:24][C@@H:23]2[C@H:19]3[O:18][CH2:17][C@H:16]([NH:15][C:9](=[O:11])[C:8]4[CH:12]=[CH:13][CH:14]=[C:6]([O:5][CH2:1][CH:2]([CH3:3])[CH3:4])[CH:7]=4)[C@H:20]3[O:21][CH2:22]2)=[O:26])[CH2:28][CH2:29]1, predict the reactants needed to synthesize it. (2) Given the product [C:1]([O:5][C:6](=[O:26])[N:7]([C@H:8]([C:10](=[O:24])[NH:11][C@@H:12]1[C:18](=[O:19])[N:17]([CH2:28][C:29]2[CH:34]=[C:33]([F:35])[CH:32]=[CH:31][C:30]=2[O:36][CH3:37])[C:16]2[CH:20]=[CH:21][CH:22]=[CH:23][C:15]=2[CH2:14][CH2:13]1)[CH3:9])[CH3:25])([CH3:4])([CH3:2])[CH3:3], predict the reactants needed to synthesize it. The reactants are: [C:1]([O:5][C:6](=[O:26])[N:7]([CH3:25])[C@H:8]([C:10](=[O:24])[NH:11][C@@H:12]1[C:18](=[O:19])[NH:17][C:16]2[CH:20]=[CH:21][CH:22]=[CH:23][C:15]=2[CH2:14][CH2:13]1)[CH3:9])([CH3:4])([CH3:3])[CH3:2].Br[CH2:28][C:29]1[CH:34]=[C:33]([F:35])[CH:32]=[CH:31][C:30]=1[O:36][CH3:37].C([O-])([O-])=O.[Cs+].[Cs+]. (3) Given the product [Br:14][C:15]1[CH:16]=[C:17]2[C:21](=[CH:22][CH:23]=1)[NH:20][CH:19]=[C:18]2[C:6](=[O:11])[C:7]([F:8])([F:9])[F:10], predict the reactants needed to synthesize it. The reactants are: [F:8][C:7]([F:10])([F:9])[C:6](O[C:6](=[O:11])[C:7]([F:10])([F:9])[F:8])=[O:11].[Br:14][C:15]1[CH:16]=[C:17]2[C:21](=[CH:22][CH:23]=1)[NH:20][CH:19]=[CH:18]2. (4) Given the product [CH3:1][O:2][C:3]([C:5]1[CH:6]=[C:7]2[C:11](=[CH:12][CH:13]=1)[N:10]([CH2:14][CH:15]([OH:16])[CH2:17][O:41][C:38]1[CH:37]=[CH:36][C:35]([O:28][C:29]3[CH:34]=[CH:33][CH:32]=[CH:31][CH:30]=3)=[CH:40][CH:39]=1)[CH:9]=[C:8]2[C:18](=[O:27])[CH2:19][CH2:20][CH2:21][CH2:22][C:23]([O:25][CH3:26])=[O:24])=[O:4], predict the reactants needed to synthesize it. The reactants are: [CH3:1][O:2][C:3]([C:5]1[CH:6]=[C:7]2[C:11](=[CH:12][CH:13]=1)[N:10]([CH2:14][CH:15]1[CH2:17][O:16]1)[CH:9]=[C:8]2[C:18](=[O:27])[CH2:19][CH2:20][CH2:21][CH2:22][C:23]([O:25][CH3:26])=[O:24])=[O:4].[O:28]([C:35]1[CH:40]=[CH:39][C:38]([OH:41])=[CH:37][CH:36]=1)[C:29]1[CH:34]=[CH:33][CH:32]=[CH:31][CH:30]=1. (5) Given the product [C:1]([C:5]1[CH:6]=[C:7]2[C:12](=[CH:13][CH:14]=1)[CH:11]=[C:10]([C:15]([OH:17])=[O:16])[CH:9]=[CH:8]2)([CH3:4])([CH3:2])[CH3:3], predict the reactants needed to synthesize it. The reactants are: [C:1]([C:5]1[CH:6]=[C:7]2[C:12](=[CH:13][CH:14]=1)[CH:11]=[C:10]([C:15]([O:17]C)=[O:16])[CH:9]=[CH:8]2)([CH3:4])([CH3:3])[CH3:2].[OH-].[Na+]. (6) Given the product [CH2:19]([O:1][CH2:2][C@H:3]([NH:7][C:8]([O:10][C:11]([CH3:14])([CH3:13])[CH3:12])=[O:9])[C:4]([OH:6])=[O:5])[CH:18]=[CH2:17], predict the reactants needed to synthesize it. The reactants are: [OH:1][CH2:2][C@H:3]([NH:7][C:8]([O:10][C:11]([CH3:14])([CH3:13])[CH3:12])=[O:9])[C:4]([OH:6])=[O:5].[H-].[Na+].[CH2:17](Br)[CH:18]=[CH2:19].Cl. (7) Given the product [C:1]1([C:7]2[CH:12]=[C:11]([C:13]3[CH:14]=[CH:15][CH:16]=[CH:17][CH:18]=3)[N:10]=[C:9]([O:19][CH2:20][CH2:21][CH2:22][CH2:23][CH2:24][C:25]([NH:27][C@H:28]([C:37]([OH:39])=[O:38])[CH2:29][C:30]3[CH:31]=[CH:32][C:33]([O:36][CH2:52][CH2:51][CH2:50][NH:49][C:42]([O:44][C:45]([CH3:46])([CH3:48])[CH3:47])=[O:43])=[CH:34][CH:35]=3)=[O:26])[CH:8]=2)[CH:6]=[CH:5][CH:4]=[CH:3][CH:2]=1, predict the reactants needed to synthesize it. The reactants are: [C:1]1([C:7]2[CH:12]=[C:11]([C:13]3[CH:18]=[CH:17][CH:16]=[CH:15][CH:14]=3)[N:10]=[C:9]([O:19][CH2:20][CH2:21][CH2:22][CH2:23][CH2:24][C:25]([NH:27][C@H:28]([C:37]([OH:39])=[O:38])[CH2:29][C:30]3[CH:35]=[CH:34][C:33]([OH:36])=[CH:32][CH:31]=3)=[O:26])[CH:8]=2)[CH:6]=[CH:5][CH:4]=[CH:3][CH:2]=1.[H-].[Na+].[C:42]([NH:49][CH2:50][CH2:51][CH2:52]Br)([O:44][C:45]([CH3:48])([CH3:47])[CH3:46])=[O:43]. (8) The reactants are: [Br:1][C:2]1[N:3]([CH2:10][C@:11]2([CH3:14])[CH2:13][O:12]2)[CH:4]=[C:5]([N+:7]([O-:9])=[O:8])[N:6]=1.[N:15]1([C:21]([O:23][CH2:24][CH:25]=[CH:26][C:27]2[CH:32]=[CH:31][C:30]([C:33]([F:36])([F:35])[F:34])=[CH:29][CH:28]=2)=[O:22])[CH2:20][CH2:19][NH:18][CH2:17][CH2:16]1.CN(C)C=O. Given the product [Br:1][C:2]1[N:3]([CH2:10][C@:11]([OH:12])([CH3:14])[CH2:13][N:18]2[CH2:17][CH2:16][N:15]([C:21]([O:23][CH2:24][CH:25]=[CH:26][C:27]3[CH:32]=[CH:31][C:30]([C:33]([F:35])([F:36])[F:34])=[CH:29][CH:28]=3)=[O:22])[CH2:20][CH2:19]2)[CH:4]=[C:5]([N+:7]([O-:9])=[O:8])[N:6]=1, predict the reactants needed to synthesize it. (9) Given the product [C:1]([C:4]1[CH:5]=[CH:6][C:7]([N:10]2[C:11]3[C:22]([OH:23])=[C:18]([C:19]#[N:20])[C:17](=[O:21])[NH:16][C:12]=3[CH:13]=[C:14]2[Cl:15])=[CH:8][CH:9]=1)(=[O:3])[CH3:2], predict the reactants needed to synthesize it. The reactants are: [C:1]([C:4]1[CH:9]=[CH:8][C:7]([N:10]2[C:14]([Cl:15])=[CH:13][C:12]([NH:16][C:17](=[O:21])[CH2:18][C:19]#[N:20])=[C:11]2[C:22](OCC)=[O:23])=[CH:6][CH:5]=1)(=[O:3])[CH3:2].CC(C)([O-])C.[K+].